Dataset: Forward reaction prediction with 1.9M reactions from USPTO patents (1976-2016). Task: Predict the product of the given reaction. (1) Given the reactants [CH2:1]([N:8]1[C:17]([C:18](O)=[O:19])=[C:16]([C:21]2[CH:26]=[CH:25][CH:24]=[CH:23][CH:22]=2)[C:15]2[C:10](=[CH:11][CH:12]=[C:13]([Br:27])[CH:14]=2)[C:9]1=[O:28])[C:2]1[CH:7]=[CH:6][CH:5]=[CH:4][CH:3]=1.[CH2:29]([NH2:36])[C:30]1[CH:35]=[CH:34][CH:33]=[CH:32][CH:31]=1, predict the reaction product. The product is: [CH2:29]([NH:36][C:18]([C:17]1[N:8]([CH2:1][C:2]2[CH:7]=[CH:6][CH:5]=[CH:4][CH:3]=2)[C:9](=[O:28])[C:10]2[C:15]([C:16]=1[C:21]1[CH:26]=[CH:25][CH:24]=[CH:23][CH:22]=1)=[CH:14][C:13]([Br:27])=[CH:12][CH:11]=2)=[O:19])[C:30]1[CH:35]=[CH:34][CH:33]=[CH:32][CH:31]=1. (2) Given the reactants [C:1]([C:5]1[CH:9]=[C:8]([NH:10][C:11](=[O:19])OC2C=CC=CC=2)[N:7]([CH2:20][CH:21]([CH3:23])[CH3:22])[N:6]=1)([CH3:4])([CH3:3])[CH3:2].C(N(CC)C(C)C)(C)C.[CH3:33][O:34][C:35]1[CH:36]=[C:37]2[C:42](=[CH:43][C:44]=1[O:45][CH3:46])[N:41]=[CH:40][N:39]=[C:38]2[O:47][C:48]1[CH:49]=[C:50]([CH:52]=[CH:53][CH:54]=1)[NH2:51], predict the reaction product. The product is: [C:1]([C:5]1[CH:9]=[C:8]([NH:10][C:11]([NH:51][C:50]2[CH:52]=[CH:53][CH:54]=[C:48]([O:47][C:38]3[C:37]4[C:42](=[CH:43][C:44]([O:45][CH3:46])=[C:35]([O:34][CH3:33])[CH:36]=4)[N:41]=[CH:40][N:39]=3)[CH:49]=2)=[O:19])[N:7]([CH2:20][CH:21]([CH3:22])[CH3:23])[N:6]=1)([CH3:2])([CH3:3])[CH3:4]. (3) Given the reactants Cl.[NH:2]1[CH2:7][CH2:6][CH2:5][CH:4]([C:8]2[N:12]=[C:11]([C:13]3[NH:14][C:15]4[C:20]([CH:21]=3)=[CH:19][CH:18]=[CH:17][CH:16]=4)[O:10][N:9]=2)[CH2:3]1.[CH3:22][C:23]1[O:27][N:26]=[CH:25][C:24]=1[C:28](O)=[O:29], predict the reaction product. The product is: [NH:14]1[C:15]2[C:20](=[CH:19][CH:18]=[CH:17][CH:16]=2)[CH:21]=[C:13]1[C:11]1[O:10][N:9]=[C:8]([CH:4]2[CH2:5][CH2:6][CH2:7][N:2]([C:28]([C:24]3[CH:25]=[N:26][O:27][C:23]=3[CH3:22])=[O:29])[CH2:3]2)[N:12]=1. (4) Given the reactants Br[C:2]1[S:12][C:5]2[N:6]=[CH:7][N:8]([CH3:11])[C:9](=[O:10])[C:4]=2[CH:3]=1.N1CCC[C@H]1C(O)=O.[N:21]12[CH2:29][CH2:28][CH:25]([CH2:26][CH2:27]1)[NH:24][CH2:23][CH2:22]2.P([O-])([O-])([O-])=O.[K+].[K+].[K+], predict the reaction product. The product is: [N:21]12[CH2:29][CH2:28][CH:25]([CH2:26][CH2:27]1)[N:24]([C:2]1[S:12][C:5]3[N:6]=[CH:7][N:8]([CH3:11])[C:9](=[O:10])[C:4]=3[CH:3]=1)[CH2:23][CH2:22]2. (5) Given the reactants [CH3:1][C:2]1[CH2:7][CH2:6][CH2:5][C:4]([CH3:9])([CH3:8])[C:3]=1/[CH:10]=[CH:11]/[C:12]([OH:14])=O.C(Cl)(=O)C([Cl:18])=O, predict the reaction product. The product is: [CH3:1][C:2]1[CH2:7][CH2:6][CH2:5][C:4]([CH3:9])([CH3:8])[C:3]=1/[CH:10]=[CH:11]/[C:12]([Cl:18])=[O:14]. (6) Given the reactants [CH:1]([O:3][C:4]([CH3:7])([CH3:6])[CH3:5])=[O:2].[Cl:8][C:9]1[CH:10]=[C:11]([N:15]2[C:27](=[O:28])[CH2:26][C@@:17]3([CH2:21][NH:20][C@H:19]([C:22]([O:24][CH3:25])=[O:23])[CH2:18]3)[CH2:16]2)[CH:12]=[CH:13][CH:14]=1.[C:29](#[N:31])[CH3:30].[OH2:32], predict the reaction product. The product is: [CH3:25][O:24][C:22]([C@@H:19]1[CH2:18][C@:17]2([CH2:26][C:27](=[O:28])[N:15]([C:11]3[CH:12]=[CH:13][CH:14]=[C:9]([Cl:8])[CH:10]=3)[CH2:16]2)[CH2:21][N:20]1[C:30](=[O:32])[C@@H:29]([NH:31][C:1]([O:3][C:4]([CH3:7])([CH3:6])[CH3:5])=[O:2])[C:4]([CH3:7])([CH3:6])[CH3:5])=[O:23]. (7) Given the reactants Br[C:2]1[C:11]([OH:12])=[C:10]([CH3:13])[CH:9]=[C:8]2[C:3]=1[CH:4]=[CH:5][CH:6]=[N:7]2.Cl[C:15]1[C:24]2[C:19](=[CH:20][C:21]([O:27][CH3:28])=[C:22]([O:25][CH3:26])[CH:23]=2)[N:18]=[CH:17][CH:16]=1.[Cl:29]C1C=CC=CC=1Cl, predict the reaction product. The product is: [Cl:29][C:2]1[C:11]([O:12][C:15]2[C:24]3[C:19](=[CH:20][C:21]([O:27][CH3:28])=[C:22]([O:25][CH3:26])[CH:23]=3)[N:18]=[CH:17][CH:16]=2)=[C:10]([CH3:13])[CH:9]=[C:8]2[C:3]=1[CH:4]=[CH:5][CH:6]=[N:7]2. (8) Given the reactants [CH:1]1([CH2:4][O:5][C:6]2[CH:14]=[CH:13][C:9]3[N:10]=[CH:11][O:12][C:8]=3[CH:7]=2)[CH2:3][CH2:2]1.Br[C:16]1[N:21]=[CH:20][C:19]([O:22][CH2:23][C@@H:24]([NH:26][C:27](=[O:33])[O:28][C:29]([CH3:32])([CH3:31])[CH3:30])[CH3:25])=[CH:18][CH:17]=1.C(P(C12CC3CC(CC(C3)C1)C2)C12CC3CC(CC(C3)C1)C2)CCC.P([O-])([O-])([O-])=O.[K+].[K+].[K+], predict the reaction product. The product is: [CH:1]1([CH2:4][O:5][C:6]2[CH:14]=[CH:13][C:9]3[N:10]=[C:11]([C:16]4[N:21]=[CH:20][C:19]([O:22][CH2:23][C@@H:24]([NH:26][C:27](=[O:33])[O:28][C:29]([CH3:32])([CH3:31])[CH3:30])[CH3:25])=[CH:18][CH:17]=4)[O:12][C:8]=3[CH:7]=2)[CH2:2][CH2:3]1. (9) Given the reactants [I:1]I.[CH3:3][Sn:4]([CH3:17])(C1C=CC=CC=1)[C:5]1[CH:10]=[CH:9][CH:8]=[CH:7][CH:6]=1, predict the reaction product. The product is: [CH3:3][Sn:4]([I:1])([CH3:17])[C:5]1[CH:10]=[CH:9][CH:8]=[CH:7][CH:6]=1.